This data is from NCI-60 drug combinations with 297,098 pairs across 59 cell lines. The task is: Regression. Given two drug SMILES strings and cell line genomic features, predict the synergy score measuring deviation from expected non-interaction effect. (1) Drug 1: C1=CN(C(=O)N=C1N)C2C(C(C(O2)CO)O)O.Cl. Drug 2: C(=O)(N)NO. Cell line: OVCAR-4. Synergy scores: CSS=8.51, Synergy_ZIP=-1.93, Synergy_Bliss=0.988, Synergy_Loewe=-5.31, Synergy_HSA=0.869. (2) Drug 1: C1CN1P(=S)(N2CC2)N3CC3. Drug 2: C1C(C(OC1N2C=NC(=NC2=O)N)CO)O. Cell line: HS 578T. Synergy scores: CSS=13.1, Synergy_ZIP=-5.28, Synergy_Bliss=-0.415, Synergy_Loewe=-0.186, Synergy_HSA=1.24.